From a dataset of Full USPTO retrosynthesis dataset with 1.9M reactions from patents (1976-2016). Predict the reactants needed to synthesize the given product. (1) Given the product [F:1][CH:2]1[CH:7]([C:8]2[C:16]3[C:11](=[CH:12][CH:13]=[C:14]([NH:17][C:22]([C:24]4[S:25][CH:26]=[CH:27][CH:28]=4)=[NH:23])[CH:15]=3)[NH:10][CH:9]=2)[CH2:6][CH2:5][N:4]([CH3:18])[CH2:3]1, predict the reactants needed to synthesize it. The reactants are: [F:1][CH:2]1[CH:7]([C:8]2[C:16]3[C:11](=[CH:12][CH:13]=[C:14]([NH2:17])[CH:15]=3)[NH:10][CH:9]=2)[CH2:6][CH2:5][N:4]([CH3:18])[CH2:3]1.I.CS[C:22]([C:24]1[S:25][CH:26]=[CH:27][CH:28]=1)=[NH:23]. (2) The reactants are: COC1C=C(OC)C=CC=1C[N:6]1[CH2:10][CH2:9][C:8]([F:12])([F:11])[S:7]1(=[O:14])=[O:13].FC(F)(F)C(O)=O. Given the product [F:11][C:8]1([F:12])[S:7](=[O:14])(=[O:13])[NH:6][CH2:10][CH2:9]1, predict the reactants needed to synthesize it. (3) Given the product [CH3:1][O:2][C:3]1[CH:8]=[CH:7][C:6]([O:9][CH3:10])=[CH:5][C:4]=1[CH2:11][C:12]([NH:27][CH2:26][CH2:25][C:19]1[CH:20]=[CH:21][C:22]([O:23][CH3:24])=[C:17]([O:16][CH3:15])[CH:18]=1)=[O:13], predict the reactants needed to synthesize it. The reactants are: [CH3:1][O:2][C:3]1[CH:8]=[CH:7][C:6]([O:9][CH3:10])=[CH:5][C:4]=1[CH2:11][C:12](Cl)=[O:13].[CH3:15][O:16][C:17]1[CH:18]=[C:19]([CH2:25][CH2:26][NH2:27])[CH:20]=[CH:21][C:22]=1[O:23][CH3:24]. (4) Given the product [CH:5]1([CH2:10][N:11]([CH2:34][CH:35]2[CH2:39][CH2:38][CH2:37][CH2:36]2)[C@H:12]2[C@H:22]([C:23]3[CH:28]=[CH:27][C:26]([C:29]([F:31])([F:32])[F:30])=[CH:25][CH:24]=3)[O:33][C@H:15]([CH2:16][C:17]([O:19][CH2:20][CH3:21])=[O:18])[CH2:14][CH2:13]2)[CH2:6][CH2:7][CH2:8][CH2:9]1, predict the reactants needed to synthesize it. The reactants are: [O-]CC.[Na+].[CH:5]1([CH2:10][N:11]([CH2:34][CH:35]2[CH2:39][CH2:38][CH2:37][CH2:36]2)[C@@H:12]([C@@H:22]([OH:33])[C:23]2[CH:28]=[CH:27][C:26]([C:29]([F:32])([F:31])[F:30])=[CH:25][CH:24]=2)[CH2:13][CH2:14]/[CH:15]=[CH:16]/[C:17]([O:19][CH2:20][CH3:21])=[O:18])[CH2:9][CH2:8][CH2:7][CH2:6]1.OS(O)(=O)=O. (5) Given the product [CH3:13][C:12]([O:1][C@@H:2]([CH2:3][N+:4]([CH3:7])([CH3:5])[CH3:6])[CH2:8][C:9]([O-:10])=[O:11])=[O:14], predict the reactants needed to synthesize it. The reactants are: [OH:1][C@H:2]([CH2:8][C:9](=[O:11])[O-:10])[CH2:3][N+:4]([CH3:7])([CH3:6])[CH3:5].[C:12](OC(=O)C)(=[O:14])[CH3:13]. (6) Given the product [CH3:1][S:2]([CH2:3][C:4]([NH:6][C:7]1[CH:12]=[CH:11][CH:10]=[C:9]([C:13]2[C:22]3[C:17](=[CH:18][C:19]([O:28][CH3:29])=[C:20]4[O:25][C:24]([CH3:26])([CH3:27])[CH2:23][C:21]4=3)[CH2:16][C:15]([CH3:31])([CH3:30])[N:14]=2)[CH:8]=1)=[O:5])(=[O:33])=[O:38], predict the reactants needed to synthesize it. The reactants are: [CH3:1][S:2][CH2:3][C:4]([NH:6][C:7]1[CH:12]=[CH:11][CH:10]=[C:9]([C:13]2[C:22]3[C:17](=[CH:18][C:19]([O:28][CH3:29])=[C:20]4[O:25][C:24]([CH3:27])([CH3:26])[CH2:23][C:21]4=3)[CH2:16][C:15]([CH3:31])([CH3:30])[N:14]=2)[CH:8]=1)=[O:5].I([O-])(=O)(=O)=[O:33].[Na+].[OH2:38].